Task: Predict the reaction yield, written as a fraction of the theoretical maximum amount of product (1.0 means a 100% yield; for example, 0.34 means a 34% yield).. Dataset: Reaction yield outcomes from USPTO patents with 853,638 reactions (1) The reactants are [N+:1]([C:4]1[CH:5]=[C:6]2[C:10](=[CH:11][CH:12]=1)[NH:9][C:8]([C:13]1[CH:18]=[CH:17][CH:16]=[CH:15][CH:14]=1)=[CH:7]2)([O-])=O. The catalyst is CO.[Ni]. The product is [C:13]1([C:8]2[NH:9][C:10]3[C:6]([CH:7]=2)=[CH:5][C:4]([NH2:1])=[CH:12][CH:11]=3)[CH:14]=[CH:15][CH:16]=[CH:17][CH:18]=1. The yield is 0.770. (2) The reactants are [NH2:1][C:2]1[CH:7]=[CH:6][C:5]([C:8]2[CH:13]=[CH:12][C:11]([C:14](=[O:30])[CH2:15][CH:16]([CH2:22][CH2:23][C:24]3[CH:29]=[CH:28][CH:27]=[CH:26][CH:25]=3)[C:17]([O:19]CC)=[O:18])=[CH:10][CH:9]=2)=[CH:4][CH:3]=1.Cl[C:32]1[O:33][C:34]2[CH:40]=[CH:39][CH:38]=[CH:37][C:35]=2[N:36]=1.[OH-].[Na+]. The catalyst is C1(C)C=CC=CC=1. The product is [O:33]1[C:34]2[CH:40]=[CH:39][CH:38]=[CH:37][C:35]=2[N:36]=[C:32]1[NH:1][C:2]1[CH:7]=[CH:6][C:5]([C:8]2[CH:9]=[CH:10][C:11]([C:14](=[O:30])[CH2:15][CH:16]([CH2:22][CH2:23][C:24]3[CH:25]=[CH:26][CH:27]=[CH:28][CH:29]=3)[C:17]([OH:19])=[O:18])=[CH:12][CH:13]=2)=[CH:4][CH:3]=1. The yield is 0.330. (3) The reactants are Cl.Cl.[NH:3]1[C:11]2[C:6](=[CH:7][C:8]([C:12]3[C:20]4[C:19]([NH2:21])=[N:18][CH:17]=[N:16][C:15]=4[N:14]([CH3:22])[CH:13]=3)=[CH:9][CH:10]=2)[CH2:5][CH2:4]1.[CH3:23][C:24]1[CH:28]=[C:27]([CH3:29])[N:26]([CH2:30][C:31](O)=[O:32])[N:25]=1.CCN(C(C)C)C(C)C.C(P1(=O)OP(CCC)(=O)OP(CCC)(=O)O1)CC.C(OC(=O)C)C. The product is [CH3:23][C:24]1[CH:28]=[C:27]([CH3:29])[N:26]([CH2:30][C:31]([N:3]2[C:11]3[C:6](=[CH:7][C:8]([C:12]4[C:20]5[C:19]([NH2:21])=[N:18][CH:17]=[N:16][C:15]=5[N:14]([CH3:22])[CH:13]=4)=[CH:9][CH:10]=3)[CH2:5][CH2:4]2)=[O:32])[N:25]=1. The catalyst is CN(C)C=O. The yield is 0.412.